The task is: Predict the reaction yield, written as a fraction of the theoretical maximum amount of product (1.0 means a 100% yield; for example, 0.34 means a 34% yield).. This data is from Reaction yield outcomes from USPTO patents with 853,638 reactions. (1) The reactants are C1(O)CCCC1.[H-].[Na+].[Cl:9][C:10]1[CH:11]=[CH:12][C:13]2[N:14]=[CH:15][N:16]=[C:17]([O:20][CH:21]3[CH2:26][CH2:25]O[CH2:23][CH2:22]3)[C:18]=2[N:19]=1. The catalyst is CN(C=O)C.O. The product is [Cl:9][C:10]1[CH:11]=[CH:12][C:13]2[N:14]=[CH:15][N:16]=[C:17]([O:20][CH:21]3[CH2:26][CH2:25][CH2:23][CH2:22]3)[C:18]=2[N:19]=1. The yield is 0.320. (2) The product is [CH3:1][C:4]1([CH2:10][CH2:11][OH:12])[O:9][CH2:8][CH2:7][CH2:6][O:5]1. The yield is 0.490. No catalyst specified. The reactants are [CH2:1]([C:4]1([CH2:10][CH2:11][OH:12])[O:9][CH2:8][CH2:7][CH2:6][O:5]1)CC.C(OCC)(=O)CC(C)=O. (3) The reactants are [Cl-].O[NH3+:3].[C:4](=[O:7])([O-])[OH:5].[Na+].CS(C)=O.[C:13]([C:15]1[CH:20]=[CH:19][CH:18]=[CH:17][C:16]=1[C:21]1[CH:26]=[CH:25][C:24]([CH2:27][C:28]2[C:33](=[O:34])[N:32]([C:35]3[CH:45]=[CH:44][C:38]([C:39]([N:41]([CH3:43])[CH3:42])=[O:40])=[CH:37][CH:36]=3)[C:31]([CH3:46])=[N:30][C:29]=2[CH2:47][CH2:48][CH3:49])=[CH:23][CH:22]=1)#[N:14]. The catalyst is O.C(OCC)(=O)C. The product is [CH3:43][N:41]([CH3:42])[C:39](=[O:40])[C:38]1[CH:37]=[CH:36][C:35]([N:32]2[C:33](=[O:34])[C:28]([CH2:27][C:24]3[CH:23]=[CH:22][C:21]([C:16]4[CH:17]=[CH:18][CH:19]=[CH:20][C:15]=4[C:13]4[NH:3][C:4](=[O:7])[O:5][N:14]=4)=[CH:26][CH:25]=3)=[C:29]([CH2:47][CH2:48][CH3:49])[N:30]=[C:31]2[CH3:46])=[CH:45][CH:44]=1. The yield is 0.360. (4) The reactants are [Cl:1][C:2]1[C:7]([C:8]2[CH:13]=[CH:12][C:11]([N:14]3[CH2:19][CH2:18][NH:17][CH2:16][CH2:15]3)=[CH:10][CH:9]=2)=[CH:6][C:5]([OH:20])=[CH:4][CH:3]=1.[C:21](Cl)(=[O:24])[CH:22]=[CH2:23]. The catalyst is C(Cl)Cl. The product is [Cl:1][C:2]1[CH:3]=[CH:4][C:5]([OH:20])=[CH:6][C:7]=1[C:8]1[CH:9]=[CH:10][C:11]([N:14]2[CH2:15][CH2:16][N:17]([C:21](=[O:24])[CH:22]=[CH2:23])[CH2:18][CH2:19]2)=[CH:12][CH:13]=1. The yield is 0.100. (5) The reactants are [NH2:1][C:2]12[CH2:11][CH:6]3[CH2:7][CH:8]([CH2:10][C:4]([NH:12][C:13]([C:15]4[CH:20]=[CH:19][CH:18]=[CH:17][N:16]=4)=[O:14])([CH2:5]3)[CH2:3]1)[CH2:9]2.[CH3:21][C:22]1[N:27]=[C:26]([C:28](O)=[O:29])[CH:25]=[N:24][CH:23]=1.C1CN([P+](ON2N=NC3C=CC=CC2=3)(N2CCCC2)N2CCCC2)CC1.F[P-](F)(F)(F)(F)F.C(N(CC)CC)C.C(=O)(O)[O-].[Na+]. The catalyst is C(Cl)Cl. The product is [N:16]1[CH:17]=[CH:18][CH:19]=[CH:20][C:15]=1[C:13]([NH:12][C:4]12[CH2:10][CH:8]3[CH2:7][CH:6]([CH2:11][C:2]([NH:1][C:28]([C:26]4[CH:25]=[N:24][CH:23]=[C:22]([CH3:21])[N:27]=4)=[O:29])([CH2:9]3)[CH2:3]1)[CH2:5]2)=[O:14]. The yield is 0.740. (6) The reactants are C1(N)C(F)=C(F)C(F)=C(N)C=1F.Cl.Cl.[NH2:15][CH:16]1[CH2:21][CH2:20][N:19]([CH2:22][CH:23]2[C:33]3=[C:34]4[C:29](=[CH:30][CH:31]=[CH:32]3)[CH:28]=[CH:27][C:26](=[O:35])[N:25]4[CH2:24]2)[CH2:18][CH2:17]1.[Cl:36][C:37]1[C:46]([CH:47]=O)=[N:45][C:44]2[NH:43][C:42](=[O:49])[CH2:41][O:40][C:39]=2[CH:38]=1. No catalyst specified. The product is [ClH:36].[Cl:36][C:37]1[C:46]([CH2:47][NH:15][CH:16]2[CH2:21][CH2:20][N:19]([CH2:22][CH:23]3[C:33]4=[C:34]5[C:29](=[CH:30][CH:31]=[CH:32]4)[CH:28]=[CH:27][C:26](=[O:35])[N:25]5[CH2:24]3)[CH2:18][CH2:17]2)=[N:45][C:44]2[NH:43][C:42](=[O:49])[CH2:41][O:40][C:39]=2[CH:38]=1. The yield is 0.960. (7) The product is [F:1][C:2]1[C:9]2[O:10][CH2:12][O:11][C:8]=2[CH:7]=[C:4]([CH:5]=[O:6])[CH:3]=1. The yield is 0.490. The reactants are [F:1][C:2]1[CH:3]=[C:4]([CH:7]=[C:8]([OH:11])[C:9]=1[OH:10])[CH:5]=[O:6].[C:12]([O-])([O-])=O.[Cs+].[Cs+].O. The catalyst is CN(C=O)C. (8) The reactants are [CH3:1][C:2]1[CH:3]=[C:4]([NH:15][C:16]2[C:25]3[C:20](=[CH:21][CH:22]=[C:23]([C:26]#[C:27][CH:28]4[CH2:33][CH2:32][CH2:31][NH:30][CH2:29]4)[CH:24]=3)[N:19]=[CH:18][N:17]=2)[CH:5]=[CH:6][C:7]=1[O:8][C:9]1[CH:14]=[CH:13][CH:12]=[CH:11][CH:10]=1.O=[CH:35][CH2:36][NH:37]C(=O)OC(C)(C)C.[BH3-]C#N.[Na+].Cl. The catalyst is CO.O.CO.CC(O)=O. The product is [NH2:37][CH2:36][CH2:35][N:30]1[CH2:31][CH2:32][CH2:33][CH:28]([C:27]#[C:26][C:23]2[CH:24]=[C:25]3[C:20](=[CH:21][CH:22]=2)[N:19]=[CH:18][N:17]=[C:16]3[NH:15][C:4]2[CH:5]=[CH:6][C:7]([O:8][C:9]3[CH:14]=[CH:13][CH:12]=[CH:11][CH:10]=3)=[C:2]([CH3:1])[CH:3]=2)[CH2:29]1. The yield is 0.710. (9) The reactants are [C:1]([O:10][CH3:11])(=[O:9])[C:2]([CH2:4][C:5]([O:7][CH3:8])=[O:6])=[CH2:3].N#N.[H][H]. The catalyst is [Pd].C1C=CC(P(C2C=CC=CC=2)C2C=CC=CC=2)=CC=1.C1C=CC(P(C2C=CC=CC=2)C2C=CC=CC=2)=CC=1.C1C=CC(P(C2C=CC=CC=2)C2C=CC=CC=2)=CC=1.[Cl-].[Rh].CN([C@H]([C]1[C](P(C2C=CC=CC=2)C2C=CC=CC=2)[CH][CH][CH]1)C1C(P(C2C=CC=CC=2)C2C=CC=CC=2)=CC=CC=1)C.[CH]1[CH][CH][CH][CH]1.[Fe]. The product is [CH3:3][CH:2]([CH2:4][C:5]([O:7][CH3:8])=[O:6])[C:1]([O:10][CH3:11])=[O:9]. The yield is 0.980. (10) The reactants are CS[C:3](=[N:12][CH2:13][Si](C)(C)C)[C:4]1[CH:9]=[CH:8][C:7]([Br:10])=[C:6]([Cl:11])[CH:5]=1.[Cl:18][C:19]1[CH:20]=[C:21]([C:26](=[CH2:31])[C:27]([F:30])([F:29])[F:28])[CH:22]=[C:23]([Cl:25])[CH:24]=1.[F-].C([N+](CCCC)(CCCC)CCCC)CCC. The catalyst is C1COCC1. The product is [Br:10][C:7]1[CH:8]=[CH:9][C:4]([C:3]2[CH2:31][C:26]([C:21]3[CH:22]=[C:23]([Cl:25])[CH:24]=[C:19]([Cl:18])[CH:20]=3)([C:27]([F:28])([F:30])[F:29])[CH2:13][N:12]=2)=[CH:5][C:6]=1[Cl:11]. The yield is 0.740.